Dataset: Reaction yield outcomes from USPTO patents with 853,638 reactions. Task: Predict the reaction yield, written as a fraction of the theoretical maximum amount of product (1.0 means a 100% yield; for example, 0.34 means a 34% yield). The reactants are [Cl:1][C:2]1[N:3]([CH3:13])[C:4]2[C:9]([C:10]=1C=O)=[CH:8][CH:7]=[CH:6][CH:5]=2.[CH3:14][N:15]1C2C(=CC=CC=2)C(C=O)=[CH:16]1. No catalyst specified. The product is [Cl:1][C:2]1([CH2:14][NH:15][CH3:16])[CH2:10][C:9]2[C:4](=[CH:5][CH:6]=[CH:7][CH:8]=2)[N:3]1[CH3:13]. The yield is 0.900.